Dataset: NCI-60 drug combinations with 297,098 pairs across 59 cell lines. Task: Regression. Given two drug SMILES strings and cell line genomic features, predict the synergy score measuring deviation from expected non-interaction effect. (1) Drug 1: C1CCC(C1)C(CC#N)N2C=C(C=N2)C3=C4C=CNC4=NC=N3. Drug 2: C1=NC2=C(N1)C(=S)N=C(N2)N. Cell line: SNB-19. Synergy scores: CSS=3.26, Synergy_ZIP=-0.367, Synergy_Bliss=2.41, Synergy_Loewe=-3.83, Synergy_HSA=-0.745. (2) Drug 1: C1=C(C(=O)NC(=O)N1)N(CCCl)CCCl. Drug 2: COC1=NC(=NC2=C1N=CN2C3C(C(C(O3)CO)O)O)N. Cell line: NCIH23. Synergy scores: CSS=42.5, Synergy_ZIP=8.38, Synergy_Bliss=7.36, Synergy_Loewe=-13.3, Synergy_HSA=6.97. (3) Drug 1: C1=CC(=CC=C1CCC2=CNC3=C2C(=O)NC(=N3)N)C(=O)NC(CCC(=O)O)C(=O)O. Drug 2: C1C(C(OC1N2C=NC3=C2NC=NCC3O)CO)O. Cell line: OVCAR3. Synergy scores: CSS=18.4, Synergy_ZIP=-0.867, Synergy_Bliss=-2.82, Synergy_Loewe=-7.52, Synergy_HSA=-1.16.